The task is: Predict the product of the given reaction.. This data is from Forward reaction prediction with 1.9M reactions from USPTO patents (1976-2016). Given the reactants [C:1]([NH:9][CH2:10][C:11]1([C:18](OCC=C)=O)[CH2:16][CH2:15][CH2:14][CH2:13][C:12]1=[O:17])(=[O:8])[C:2]1[CH:7]=[CH:6][CH:5]=[CH:4][CH:3]=1.[CH3:24][CH2:25]OC(C)=O, predict the reaction product. The product is: [CH2:18]([C@:11]1([CH2:10][NH:9][C:1](=[O:8])[C:2]2[CH:3]=[CH:4][CH:5]=[CH:6][CH:7]=2)[CH2:16][CH2:15][CH2:14][CH2:13][C:12]1=[O:17])[CH:24]=[CH2:25].